Predict the reaction yield, written as a fraction of the theoretical maximum amount of product (1.0 means a 100% yield; for example, 0.34 means a 34% yield). From a dataset of Reaction yield outcomes from USPTO patents with 853,638 reactions. (1) The reactants are C([C@@H]1N(C(=O)/C=C/C2C=CC=CC=2)C[C@H](CC(C)C)NC1=O)C(C)C.[Cl:26][C:27]1[CH:32]=[CH:31][CH:30]=[CH:29][C:28]=1[C@@H:33]1[NH:38][C:37](=[O:39])[C@H:36]([CH2:40][CH:41]([CH3:43])[CH3:42])[NH:35][CH2:34]1.[F:44][C:45]1[CH:50]=[CH:49][C:48]([C:51]2[O:55][N:54]=[C:53]([C:56](O)=[O:57])[N:52]=2)=[CH:47][CH:46]=1. No catalyst specified. The product is [Cl:26][C:27]1[CH:32]=[CH:31][CH:30]=[CH:29][C:28]=1[C@@H:33]1[NH:38][C:37](=[O:39])[C@H:36]([CH2:40][CH:41]([CH3:43])[CH3:42])[N:35]([C:56]([C:53]2[N:52]=[C:51]([C:48]3[CH:49]=[CH:50][C:45]([F:44])=[CH:46][CH:47]=3)[O:55][N:54]=2)=[O:57])[CH2:34]1. The yield is 0.640. (2) The reactants are [NH2:1][C:2]1[C:7]([NH2:8])=[C:6]([NH:9][C@@H:10]2[C@@H:15]3[CH2:16][C@@H:12]([CH:13]=[CH:14]3)[C@@H:11]2[C:17]([NH2:19])=[O:18])[CH:5]=[CH:4][N:3]=1.[CH3:20][O:21][C:22]1[CH:29]=[C:28]([N:30]2[CH2:35][CH2:34][N:33]([CH3:36])[CH2:32][CH2:31]2)[CH:27]=[CH:26][C:23]=1[CH:24]=O. No catalyst specified. The product is [CH3:20][O:21][C:22]1[CH:29]=[C:28]([N:30]2[CH2:31][CH2:32][N:33]([CH3:36])[CH2:34][CH2:35]2)[CH:27]=[CH:26][C:23]=1[C:24]1[NH:1][C:2]2=[N:3][CH:4]=[CH:5][C:6]([NH:9][C@@H:10]3[C@@H:15]4[CH2:16][C@@H:12]([CH:13]=[CH:14]4)[C@@H:11]3[C:17]([NH2:19])=[O:18])=[C:7]2[N:8]=1. The yield is 0.210. (3) The reactants are [NH:1]1[C:9]2[C:4](=[CH:5][C:6]([C:10]([OH:12])=[O:11])=[CH:7][CH:8]=2)C=N1.[C:13]([O-])([O-])=O.[Cs+].[Cs+].I[CH2:20][CH3:21].O.C[N:24]([CH:26]=O)[CH3:25]. No catalyst specified. The product is [CH2:26]([N:24]1[CH:25]=[C:4]2[C:9]([CH:8]=[CH:7][C:6]([C:10]([O:12][CH2:20][CH3:21])=[O:11])=[CH:5]2)=[N:1]1)[CH3:13].[CH2:26]([N:24]1[C:25]2[C:8](=[CH:7][C:6]([C:10]([O:12][CH2:20][CH3:21])=[O:11])=[CH:5][CH:4]=2)[CH:9]=[N:1]1)[CH3:13]. The yield is 0.310. (4) The reactants are [Cl:1][C:2]1[CH:12]=[CH:11][C:5]2[CH2:6][CH2:7][NH:8][CH2:9][CH2:10][C:4]=2[C:3]=1[NH:13][CH2:14][C:15]1[CH:20]=[CH:19][C:18]([CH2:21][N:22]([CH:24]([CH3:26])[CH3:25])[CH3:23])=[CH:17][CH:16]=1.[C:27]([OH:34])(=[O:33])[CH2:28][CH2:29][C:30]([OH:32])=[O:31]. The catalyst is CO. The product is [C:27]([OH:34])(=[O:33])[CH2:28][CH2:29][C:30]([OH:32])=[O:31].[Cl:1][C:2]1[CH:12]=[CH:11][C:5]2[CH2:6][CH2:7][NH:8][CH2:9][CH2:10][C:4]=2[C:3]=1[NH:13][CH2:14][C:15]1[CH:16]=[CH:17][C:18]([CH2:21][N:22]([CH:24]([CH3:26])[CH3:25])[CH3:23])=[CH:19][CH:20]=1. The yield is 0.950.